This data is from M1 muscarinic receptor antagonist screen with 61,756 compounds. The task is: Binary Classification. Given a drug SMILES string, predict its activity (active/inactive) in a high-throughput screening assay against a specified biological target. (1) The drug is o1nc(c2CC(C(C)(C)C)CCc12)C(=O)NC1CCCC1. The result is 0 (inactive). (2) The molecule is O1C2(CC(OCC2)(C)C)C(CC1=O)C(=O)Nc1cc(OC)ccc1. The result is 0 (inactive). (3) The molecule is S(c1[nH]c(=O)c(CCCC)c(O)n1)CC(=O)NCCc1cc(OC)c(OC)cc1. The result is 0 (inactive). (4) The molecule is s1c2c(CCN(C2)C)c2c1NC(NC2=O)c1sccc1. The result is 0 (inactive). (5) The result is 1 (active). The drug is S(=O)(=O)(N1CCC(CC1)C(=O)N1C(CCC1)C(=O)NCc1occc1)c1ccc(cc1)C. (6) The molecule is OC(c1n(c2c(n1)cccc2)CC)c1cc2OCOc2cc1. The result is 0 (inactive).